Dataset: Full USPTO retrosynthesis dataset with 1.9M reactions from patents (1976-2016). Task: Predict the reactants needed to synthesize the given product. (1) Given the product [Cl:1][C:2]1[CH:7]=[CH:6][C:5]([N:8]2[CH2:17][C:16]3[C:12]4=[C:13]([C:21](=[O:25])[N:22]([CH3:24])[CH:23]=[C:11]4[C:10]4[CH:26]=[C:27]([CH2:30][S:31]([CH3:34])(=[O:33])=[O:32])[CH:28]=[CH:29][C:9]2=4)[NH:14][C:15]=3[C:18]#[N:20])=[CH:4][CH:3]=1, predict the reactants needed to synthesize it. The reactants are: [Cl:1][C:2]1[CH:7]=[CH:6][C:5]([N:8]2[CH2:17][C:16]3[C:12]4=[C:13]([C:21](=[O:25])[N:22]([CH3:24])[CH:23]=[C:11]4[C:10]4[CH:26]=[C:27]([CH2:30][S:31]([CH3:34])(=[O:33])=[O:32])[CH:28]=[CH:29][C:9]2=4)[NH:14][C:15]=3[C:18]([NH2:20])=O)=[CH:4][CH:3]=1.C(N(CC)CC)C. (2) Given the product [C:1]([C@H:5]1[CH2:6][CH2:7][C@H:8]([O:11][C:12]2[CH:13]=[C:14]3[C:19](=[CH:20][CH:21]=2)[N:18]=[C:17]([CH2:22][N:23]2[CH2:33][CH2:26][CH:25]([C:27]([OH:29])=[O:28])[CH2:24]2)[CH:16]=[C:15]3[CH:30]2[CH2:32][CH2:31]2)[CH2:9][CH2:10]1)([CH3:4])([CH3:3])[CH3:2], predict the reactants needed to synthesize it. The reactants are: [C:1]([C@H:5]1[CH2:10][CH2:9][C@H:8]([O:11][C:12]2[CH:13]=[C:14]3[C:19](=[CH:20][CH:21]=2)[N:18]=[C:17]([CH2:22][N:23]2[CH2:26][CH:25]([C:27]([OH:29])=[O:28])[CH2:24]2)[CH:16]=[C:15]3[CH:30]2[CH2:32][CH2:31]2)[CH2:7][CH2:6]1)([CH3:4])([CH3:3])[CH3:2].[C:33]([C@H]1CC[C@H](OC2C=C3C(=CC=2)N=C(CN2CCC(C(O)=O)C2)C=C3C)CC1)(C)(C)C. (3) Given the product [S:9]1[CH:13]=[CH:12][CH:11]=[C:10]1[C:14]1[C:23]2[C:18](=[CH:19][CH:20]=[CH:21][CH:22]=2)[N:17]=[CH:16][C:15]=1[CH2:24][OH:25], predict the reactants needed to synthesize it. The reactants are: [H-].[H-].[H-].[H-].[Li+].[Al+3].[Li+].[Cl-].[S:9]1[CH:13]=[CH:12][CH:11]=[C:10]1[C:14]1[C:23]2[C:18](=[CH:19][CH:20]=[CH:21][CH:22]=2)[N:17]=[CH:16][C:15]=1[C:24](OCC)=[O:25]. (4) Given the product [ClH:38].[NH2:7][C@H:8]([C:14]([N:16]1[CH2:20][CH2:19][C:18]([F:21])([F:22])[CH2:17]1)=[O:15])[CH2:9][CH2:10][CH2:11][CH2:12][NH:13][C:36]([C:26]1[N:27]=[C:28]([C:30]2[CH:35]=[CH:34][CH:33]=[CH:32][CH:31]=2)[O:29][C:25]=1[CH3:24])=[O:37], predict the reactants needed to synthesize it. The reactants are: C(OC(=O)[NH:7][C@H:8]([C:14]([N:16]1[CH2:20][CH2:19][C:18]([F:22])([F:21])[CH2:17]1)=[O:15])[CH2:9][CH2:10][CH2:11][CH2:12][NH2:13])(C)(C)C.[CH3:24][C:25]1[O:29][C:28]([C:30]2[CH:35]=[CH:34][CH:33]=[CH:32][CH:31]=2)=[N:27][C:26]=1[C:36]([Cl:38])=[O:37]. (5) Given the product [N:29]1([CH:15]2[C:14](=[O:30])[N:13]3[CH:8]([CH2:7][C:6]4[CH:35]=[CH:36][C:3]([Cl:2])=[CH:4][CH:5]=4)[C:9](=[O:34])[N:10]([CH:31]([CH3:33])[CH3:32])[CH2:11][CH:12]3[N:17]([S:18]([C:21]3[CH:26]=[CH:25][C:24]([Cl:27])=[CH:23][C:22]=3[Cl:28])(=[O:20])=[O:19])[CH2:16]2)[CH2:39][CH2:38][CH2:37]1, predict the reactants needed to synthesize it. The reactants are: Br.[Cl:2][C:3]1[CH:36]=[CH:35][C:6]([CH2:7][CH:8]2[N:13]3[C:14](=[O:30])[CH:15]([NH2:29])[CH2:16][N:17]([S:18]([C:21]4[CH:26]=[CH:25][C:24]([Cl:27])=[CH:23][C:22]=4[Cl:28])(=[O:20])=[O:19])[CH:12]3[CH2:11][N:10]([CH:31]([CH3:33])[CH3:32])[C:9]2=[O:34])=[CH:5][CH:4]=1.[CH2:37](O)[CH2:38][CH2:39]C.C(=O)([O-])[O-].[K+].[K+].BrCCCBr. (6) Given the product [C:1]([N:8]1[CH2:13][CH2:12][N:11]([C:14](=[O:15])[N:17]([CH3:22])[CH3:18])[CH2:10][CH2:9]1)([O:3][C:4]([CH3:7])([CH3:6])[CH3:5])=[O:2], predict the reactants needed to synthesize it. The reactants are: [C:1]([N:8]1[CH2:13][CH2:12][N:11]([C:14](Cl)=[O:15])[CH2:10][CH2:9]1)([O:3][C:4]([CH3:7])([CH3:6])[CH3:5])=[O:2].[N:17]1[CH:22]=CC=C[CH:18]=1.CNC. (7) Given the product [F:4][C:5]1[CH:10]=[CH:9][C:8]([CH:11]([OH:13])[CH3:12])=[CH:7][C:6]=1[C:14]1[CH:15]=[N:16][C:17]([N:20]2[C:28]3[C:23](=[CH:24][CH:25]=[C:26]([C:29]([OH:31])=[O:30])[CH:27]=3)[C:22]([S:33][CH3:34])=[CH:21]2)=[N:18][CH:19]=1, predict the reactants needed to synthesize it. The reactants are: O.[OH-].[Li+].[F:4][C:5]1[CH:10]=[CH:9][C:8]([CH:11]([OH:13])[CH3:12])=[CH:7][C:6]=1[C:14]1[CH:15]=[N:16][C:17]([N:20]2[C:28]3[C:23](=[CH:24][CH:25]=[C:26]([C:29]([O:31]C)=[O:30])[CH:27]=3)[C:22]([S:33][CH3:34])=[CH:21]2)=[N:18][CH:19]=1. (8) The reactants are: COP([CH:7]([F:13])[C:8]([O:10][CH2:11][CH3:12])=[O:9])(OC)=O.[Br-].[Mg+2].[Br-].CCN(CC)CC.[CH2:24]([N:31]1[CH2:35][CH2:34][C@@H:33]([NH:36][C:37]2[C:44]([Cl:45])=[CH:43][C:40]([CH:41]=O)=[CH:39][N:38]=2)[CH2:32]1)[C:25]1[CH:30]=[CH:29][CH:28]=[CH:27][CH:26]=1. Given the product [CH2:24]([N:31]1[CH2:35][CH2:34][C@@H:33]([NH:36][C:37]2[N:38]=[CH:39][C:40](/[CH:41]=[C:7](\[F:13])/[C:8]([O:10][CH2:11][CH3:12])=[O:9])=[CH:43][C:44]=2[Cl:45])[CH2:32]1)[C:25]1[CH:30]=[CH:29][CH:28]=[CH:27][CH:26]=1, predict the reactants needed to synthesize it. (9) Given the product [F:1][C:2]1[CH:3]=[CH:4][C:5]([CH2:6][N:7]2[C:19](=[O:20])[C:18]3[C:17]([OH:21])=[C:16]4[C:11]([CH:12]=[CH:13][CH:14]=[N:15]4)=[C:10]([O:32][CH3:33])[C:9]=3[C:8]2=[CH2:34])=[CH:36][CH:37]=1, predict the reactants needed to synthesize it. The reactants are: [F:1][C:2]1[CH:37]=[CH:36][C:5]([CH2:6][N:7]2[C:19](=[O:20])[C:18]3[C:17]([O:21][Si](C(C)C)(C(C)C)C(C)C)=[C:16]4[C:11]([CH:12]=[CH:13][CH:14]=[N:15]4)=[C:10]([O:32][CH3:33])[C:9]=3[C:8]2(O)[CH3:34])=[CH:4][CH:3]=1.C(O)(C(F)(F)F)=O.